Task: Predict the reactants needed to synthesize the given product.. Dataset: Full USPTO retrosynthesis dataset with 1.9M reactions from patents (1976-2016) (1) Given the product [C:1]([O:5][C:6]([N:8]1[CH2:12][CH2:11][CH:10]([CH2:13][O:14][C:18]2[C:19]([N+:35]([O-:37])=[O:36])=[C:20]([NH:24][C:25]3[CH:26]=[CH:27][C:28]([S:31]([CH3:34])(=[O:32])=[O:33])=[CH:29][CH:30]=3)[N:21]=[CH:22][N:23]=2)[CH2:9]1)=[O:7])([CH3:4])([CH3:3])[CH3:2], predict the reactants needed to synthesize it. The reactants are: [C:1]([O:5][C:6]([N:8]1[CH2:12][CH2:11][C@H:10]([CH2:13][OH:14])[CH2:9]1)=[O:7])([CH3:4])([CH3:3])[CH3:2].[H-].[Na+].Cl[C:18]1[N:23]=[CH:22][N:21]=[C:20]([NH:24][C:25]2[CH:30]=[CH:29][C:28]([S:31]([CH3:34])(=[O:33])=[O:32])=[CH:27][CH:26]=2)[C:19]=1[N+:35]([O-:37])=[O:36]. (2) Given the product [C:1]([N:4]([CH2:25][CH:26]1[CH2:28][CH2:27]1)[C:5]1[CH:6]=[CH:7][C:8]([O:9][C:10]2[CH:11]=[C:12]([CH:16]=[C:17]([O:19][CH:20]([CH3:21])[CH3:22])[CH:18]=2)[C:13]([NH:34][C:30]2[S:29][CH:33]=[CH:32][N:31]=2)=[O:15])=[CH:23][CH:24]=1)(=[O:3])[CH3:2], predict the reactants needed to synthesize it. The reactants are: [C:1]([N:4]([CH2:25][CH:26]1[CH2:28][CH2:27]1)[C:5]1[CH:24]=[CH:23][C:8]([O:9][C:10]2[CH:11]=[C:12]([CH:16]=[C:17]([O:19][CH:20]([CH3:22])[CH3:21])[CH:18]=2)[C:13]([OH:15])=O)=[CH:7][CH:6]=1)(=[O:3])[CH3:2].[S:29]1[CH:33]=[CH:32][N:31]=[C:30]1[NH2:34].CCN=C=NCCCN(C)C.C1C=CC2N(O)N=NC=2C=1. (3) Given the product [OH:1][CH:2]([C:11]1[CH:16]=[CH:15][C:14]([C:17]2[N:21]=[C:20]([C:22]3[O:26][N:25]=[C:24]([C:27]4[CH:28]=[CH:29][CH:30]=[CH:31][CH:32]=4)[C:23]=3[C:33]([F:35])([F:36])[F:34])[O:19][N:18]=2)=[CH:13][CH:12]=1)[C:3]([NH:5][CH2:6][CH2:7][C:8]([NH:37][CH2:38][C:39]([OH:41])([CH3:42])[CH3:40])=[O:9])=[O:4], predict the reactants needed to synthesize it. The reactants are: [OH:1][CH:2]([C:11]1[CH:16]=[CH:15][C:14]([C:17]2[N:21]=[C:20]([C:22]3[O:26][N:25]=[C:24]([C:27]4[CH:32]=[CH:31][CH:30]=[CH:29][CH:28]=4)[C:23]=3[C:33]([F:36])([F:35])[F:34])[O:19][N:18]=2)=[CH:13][CH:12]=1)[C:3]([NH:5][CH2:6][CH2:7][C:8](O)=[O:9])=[O:4].[NH2:37][CH2:38][C:39]([CH3:42])([OH:41])[CH3:40].CN1CCOCC1.CN(C(ON1N=NC2C=CC=NC1=2)=[N+](C)C)C.F[P-](F)(F)(F)(F)F.